Dataset: Reaction yield outcomes from USPTO patents with 853,638 reactions. Task: Predict the reaction yield, written as a fraction of the theoretical maximum amount of product (1.0 means a 100% yield; for example, 0.34 means a 34% yield). (1) The reactants are [CH2:1]([C:5]1[N:6]=[C:7]([CH3:34])[N:8]([CH2:27][CH:28]([OH:33])[C:29]([CH3:32])([CH3:31])[CH3:30])[C:9](=[O:26])[C:10]=1[CH2:11][C:12]1[CH:17]=[CH:16][C:15]([C:18]2[C:19]([C:24]#[N:25])=[CH:20][CH:21]=[CH:22][CH:23]=2)=[CH:14][CH:13]=1)[CH2:2][CH2:3][CH3:4].FC(F)(F)S(O[Si](C(C)(C)C)(C)C)(=O)=O.[N:50]1C(C)=CC=CC=1C.[Cl-].O[NH3+].[C:61](=[O:64])([O-])[OH:62].[Na+]. The catalyst is C(OCC)(=O)C.CS(C)=O.O1CCCC1. The product is [CH2:1]([C:5]1[N:6]=[C:7]([CH3:34])[N:8]([CH2:27][CH:28]([OH:33])[C:29]([CH3:32])([CH3:31])[CH3:30])[C:9](=[O:26])[C:10]=1[CH2:11][C:12]1[CH:17]=[CH:16][C:15]([C:18]2[CH:23]=[CH:22][CH:21]=[CH:20][C:19]=2[C:24]2[NH:50][C:61](=[O:64])[O:62][N:25]=2)=[CH:14][CH:13]=1)[CH2:2][CH2:3][CH3:4]. The yield is 0.550. (2) The reactants are [CH2:1]([N:8]([CH2:43][CH:44](OCC)OCC)[C:9]([CH:11]([NH:24][C:25](=[O:42])[CH2:26][CH:27]([NH:31][C:32]([NH:34][CH2:35][C:36]1[CH:41]=[CH:40][CH:39]=[CH:38][CH:37]=1)=[O:33])[CH2:28][CH:29]=[CH2:30])[CH2:12][C:13]1[CH:18]=[CH:17]C(OC(C)(C)C)=[CH:15][CH:14]=1)=[O:10])[C:2]1[CH:7]=[CH:6][CH:5]=[CH:4][CH:3]=1.[CH:51]([OH:53])=O. No catalyst specified. The product is [CH2:35]([NH:34][C:32]([N:31]1[CH:27]([CH2:28][CH:29]=[CH2:30])[CH2:26][C:25](=[O:42])[N:24]2[CH:11]([CH2:12][C:13]3[CH:14]=[CH:15][C:51]([OH:53])=[CH:17][CH:18]=3)[C:9](=[O:10])[N:8]([CH2:1][C:2]3[CH:3]=[CH:4][CH:5]=[CH:6][CH:7]=3)[CH2:43][CH:44]12)=[O:33])[C:36]1[CH:37]=[CH:38][CH:39]=[CH:40][CH:41]=1. The yield is 0.380. (3) The reactants are [CH2:1]1[CH2:10][O:9][C:8]2[CH:7]=[CH:6][C:5]([NH:11][C:12]3[C:17]([F:18])=[CH:16][N:15]=[C:14]([NH:19][C:20]4[CH:25]=[CH:24][CH:23]=[C:22](O)[CH:21]=4)[N:13]=3)=[CH:4][C:3]=2[O:2]1.ClC1N=C(NC2C=CC3OCCOC=3C=2)C(F)=CN=1.[CH2:46]([N:53]1[CH2:58][CH2:57][N:56](C2C=CC(N)=CC=2)[CH2:55][CH2:54]1)[C:47]1[CH:52]=[CH:51][CH:50]=[CH:49][CH:48]=1. No catalyst specified. The product is [CH2:46]([N:53]1[CH2:58][CH2:57][N:56]([C:23]2[CH:22]=[CH:21][C:20]([NH:19][C:14]3[N:13]=[C:12]([NH:11][C:5]4[CH:6]=[CH:7][C:8]5[O:9][CH2:10][CH2:1][O:2][C:3]=5[CH:4]=4)[C:17]([F:18])=[CH:16][N:15]=3)=[CH:25][CH:24]=2)[CH2:55][CH2:54]1)[C:47]1[CH:48]=[CH:49][CH:50]=[CH:51][CH:52]=1. The yield is 0.330. (4) The reactants are Br[C:2]1[CH:3]=[N:4][CH:5]=[CH:6][C:7]=1/[CH:8]=[CH:9]/[C:10]([O:12][CH3:13])=[O:11].[F:14][C:15]([F:26])([F:25])[C:16]1[CH:17]=[C:18]([CH:22]=[CH:23][CH:24]=1)[C:19]([NH2:21])=[O:20].C(Cl)(Cl)Cl.CC1(C)C2C(=C(P(C3C=CC=CC=3)C3C=CC=CC=3)C=CC=2)OC2C(P(C3C=CC=CC=3)C3C=CC=CC=3)=CC=CC1=2.[O-]P([O-])([O-])=O.[K+].[K+].[K+]. The catalyst is C1(C)C=CC=CC=1.C1C=CC(/C=C/C(/C=C/C2C=CC=CC=2)=O)=CC=1.C1C=CC(/C=C/C(/C=C/C2C=CC=CC=2)=O)=CC=1.C1C=CC(/C=C/C(/C=C/C2C=CC=CC=2)=O)=CC=1.[Pd].[Pd]. The product is [F:14][C:15]([F:25])([F:26])[C:16]1[CH:17]=[C:18]([CH:22]=[CH:23][CH:24]=1)[C:19]([NH:21][C:2]1[CH:3]=[N:4][CH:5]=[CH:6][C:7]=1/[CH:8]=[CH:9]/[C:10]([O:12][CH3:13])=[O:11])=[O:20]. The yield is 0.110. (5) The catalyst is CN(C=O)C. The reactants are C(N(CC)CC)C.C(O[C@@H:12]1[C@H:18]2[C@H:19]3[C@H:28]([CH2:29][CH2:30][C@:15]2([CH2:16][CH3:17])[C:14](=[O:34])[CH2:13]1)[C@@H:27]1[C:22]([CH:23]=[C:24]([O:31][CH2:32][CH3:33])[CH2:25][CH2:26]1)=[CH:21][CH2:20]3)(=O)C.O. The product is [CH2:32]([O:31][C:24]1[CH2:25][CH2:26][C@H:27]2[C:22](=[CH:21][CH2:20][C@@H:19]3[C@@H:28]2[CH2:29][CH2:30][C@@:15]2([CH2:16][CH3:17])[C@H:18]3[CH:12]=[CH:13][C:14]2=[O:34])[CH:23]=1)[CH3:33]. The yield is 0.660.